This data is from Forward reaction prediction with 1.9M reactions from USPTO patents (1976-2016). The task is: Predict the product of the given reaction. (1) Given the reactants Cl.[OH:2][NH:3][C:4]([CH:6]1[CH:11]2[CH2:12][CH2:13][N:8]([CH2:9][CH2:10]2)[CH2:7]1)=[NH:5].[Br:14][C:15]1[S:19][C:18]([C:20](Cl)=O)=[CH:17][CH:16]=1.C(N(CC)CC)C.CN(C=O)C, predict the reaction product. The product is: [Br:14][C:15]1[S:19][C:18]([C:20]2[O:2][N:3]=[C:4]([CH:6]3[CH:11]4[CH2:10][CH2:9][N:8]([CH2:13][CH2:12]4)[CH2:7]3)[N:5]=2)=[CH:17][CH:16]=1. (2) Given the reactants [CH3:1][O:2][C:3]([C:5]1[CH:10]=[CH:9][C:8]([N:11]2[C:15]([S:16][CH2:17][CH2:18][CH3:19])=[C:14]([C:20]([OH:22])=O)[CH:13]=[N:12]2)=[CH:7][CH:6]=1)=[O:4].[C:23]12([NH2:33])[CH2:32][CH:27]3[CH2:28][CH:29]([CH2:31][CH:25]([CH2:26]3)[CH2:24]1)[CH2:30]2.C1C=CC2N(O)N=NC=2C=1.CCN(C(C)C)C(C)C.CCN=C=NCCCN(C)C, predict the reaction product. The product is: [C:23]12([NH:33][C:20]([C:14]3[CH:13]=[N:12][N:11]([C:8]4[CH:7]=[CH:6][C:5]([C:3]([O:2][CH3:1])=[O:4])=[CH:10][CH:9]=4)[C:15]=3[S:16][CH2:17][CH2:18][CH3:19])=[O:22])[CH2:30][CH:29]3[CH2:28][CH:27]([CH2:26][CH:25]([CH2:31]3)[CH2:24]1)[CH2:32]2. (3) Given the reactants [CH2:1]([NH:8][C:9](=[O:42])[C@@H:10]([NH:25][S:26]([C:29]1[CH:38]=[CH:37][C:36]2[C:31](=[CH:32][CH:33]=[C:34]([N:39]([CH3:41])[CH3:40])[CH:35]=2)[CH:30]=1)(=[O:28])=[O:27])[CH2:11][CH2:12][CH2:13][NH:14]C(=O)OCC1C=CC=CC=1)[C:2]1[CH:7]=[CH:6][CH:5]=[CH:4][CH:3]=1, predict the reaction product. The product is: [NH2:14][CH2:13][CH2:12][CH2:11][C@H:10]([NH:25][S:26]([C:29]1[CH:38]=[CH:37][C:36]2[C:31](=[CH:32][CH:33]=[C:34]([N:39]([CH3:41])[CH3:40])[CH:35]=2)[CH:30]=1)(=[O:28])=[O:27])[C:9]([NH:8][CH2:1][C:2]1[CH:3]=[CH:4][CH:5]=[CH:6][CH:7]=1)=[O:42]. (4) Given the reactants Br[C:2]1[CH:14]=[CH:13][C:5]([C:6]([N:8]([CH2:11][CH3:12])[CH2:9][CH3:10])=[O:7])=[C:4]([F:15])[CH:3]=1.C(=O)([O-])[O-].[K+].[K+].[CH2:22]([Zn]CC)[CH3:23].ClCCl, predict the reaction product. The product is: [CH2:9]([N:8]([CH2:11][CH3:12])[C:6](=[O:7])[C:5]1[CH:13]=[CH:14][C:2]([CH2:22][CH3:23])=[CH:3][C:4]=1[F:15])[CH3:10]. (5) Given the reactants [NH2:1][C:2]1[S:3][C:4]2[C:31](=[O:32])[CH2:30][CH2:29][CH2:28][C:5]=2[C:6]=1[C:7]([N:9]1[CH2:14][CH2:13][CH:12]([N:15]2[CH2:27][CH2:26][CH2:25][C:17]3([C:21](=[O:22])[O:20][C:19]([CH3:24])([CH3:23])[CH2:18]3)[CH2:16]2)[CH2:11][CH2:10]1)=[O:8].[CH2:33]([N:35]=[C:36]=[O:37])[CH3:34].C(OC(C)C)(C)C, predict the reaction product. The product is: [CH3:24][C:19]1([CH3:23])[CH2:18][C:17]2([CH2:25][CH2:26][CH2:27][N:15]([CH:12]3[CH2:13][CH2:14][N:9]([C:7]([C:6]4[C:5]5[CH2:28][CH2:29][CH2:30][C:31](=[O:32])[C:4]=5[S:3][C:2]=4[NH:1][C:36]([NH:35][CH2:33][CH3:34])=[O:37])=[O:8])[CH2:10][CH2:11]3)[CH2:16]2)[C:21](=[O:22])[O:20]1. (6) Given the reactants F[C:2]1[CH:7]=[CH:6][C:5]([C:8]2[C:9]([NH2:37])=[N:10][CH:11]=[N:12][C:13]=2[N:14]2[CH2:19][CH2:18][CH:17]([C:20]3[N:21]([CH3:36])[CH:22]=[C:23]([C:25]4[CH:30]=[CH:29][C:28]([F:31])=[C:27]([C:32]([F:35])([F:34])[F:33])[CH:26]=4)[N:24]=3)[CH2:16][CH2:15]2)=[CH:4][CH:3]=1.[NH:38]1C2C(=CC(B3OC(C)(C)C(C)(C)O3)=CC=2)[CH:40]=[CH:39]1, predict the reaction product. The product is: [F:31][C:28]1[CH:29]=[CH:30][C:25]([C:23]2[N:24]=[C:20]([CH:17]3[CH2:18][CH2:19][N:14]([C:13]4[N:12]=[CH:11][N:10]=[C:9]([NH2:37])[C:8]=4[C:5]4[CH:4]=[C:3]5[C:2](=[CH:7][CH:6]=4)[NH:38][CH:39]=[CH:40]5)[CH2:15][CH2:16]3)[N:21]([CH3:36])[CH:22]=2)=[CH:26][C:27]=1[C:32]([F:34])([F:35])[F:33]. (7) Given the reactants Br[C:2]1[C:6]2[CH:7]=[CH:8][CH:9]=[CH:10][C:5]=2[S:4][CH:3]=1.[N+]([C:14]1[CH:22]=[CH:21][C:17]([C:18](O)=O)=CC=1)([O-])=O.C1CCCC=1, predict the reaction product. The product is: [S:4]1[C:5]2[CH:10]=[CH:9][CH:8]=[CH:7][C:6]=2[C:2]([C@H:18]2[CH2:17][CH2:21][CH:22]=[CH:14]2)=[CH:3]1. (8) Given the reactants [N:1]1[C:10]2[C:5](=[CH:6][CH:7]=[CH:8][CH:9]=2)[CH:4]=[CH:3][C:2]=1[C:11]1[N:15]=[C:14]([N:16]2[CH2:21][CH2:20][N:19](C(OC(C)(C)C)=O)[CH2:18][CH2:17]2)[S:13][N:12]=1.[ClH:29], predict the reaction product. The product is: [Cl-:29].[N:1]1[C:10]2[C:5](=[CH:6][CH:7]=[CH:8][CH:9]=2)[CH:4]=[CH:3][C:2]=1[C:11]1[N:15]=[C:14]([N:16]2[CH2:17][CH2:18][NH2+:19][CH2:20][CH2:21]2)[S:13][N:12]=1.